Task: Binary Classification. Given a T-cell receptor sequence (or CDR3 region) and an epitope sequence, predict whether binding occurs between them.. Dataset: TCR-epitope binding with 47,182 pairs between 192 epitopes and 23,139 TCRs (1) The epitope is LLLGIGILV. The TCR CDR3 sequence is CASSPRPLWDRTNTEAFF. Result: 0 (the TCR does not bind to the epitope). (2) The TCR CDR3 sequence is CASSLLGGDTEAFF. The epitope is RLRAEAQVK. Result: 1 (the TCR binds to the epitope). (3) The epitope is FADDLNQLTGY. The TCR CDR3 sequence is CASSREAGRTGYF. Result: 0 (the TCR does not bind to the epitope).